From a dataset of Reaction yield outcomes from USPTO patents with 853,638 reactions. Predict the reaction yield, written as a fraction of the theoretical maximum amount of product (1.0 means a 100% yield; for example, 0.34 means a 34% yield). (1) The reactants are C([N:8]1[CH2:13][CH2:12][CH:11]([O:14][CH:15]([C:23]2[CH:28]=[CH:27][CH:26]=[CH:25][C:24]=2[Cl:29])[C:16]2[CH:21]=[CH:20][CH:19]=[CH:18][C:17]=2[Cl:22])[CH2:10][CH2:9]1)C1C=CC=CC=1.ClC1C=CC=CC=1C(OC1CCNCC1)C1C=CC(Cl)=CC=1. The catalyst is C(OCC)C. The product is [Cl:29][C:24]1[CH:25]=[CH:26][CH:27]=[CH:28][C:23]=1[CH:15]([O:14][CH:11]1[CH2:12][CH2:13][NH:8][CH2:9][CH2:10]1)[C:16]1[CH:21]=[CH:20][CH:19]=[CH:18][C:17]=1[Cl:22]. The yield is 0.770. (2) The reactants are [CH2:1]([O:4][C:5]1[CH:6]=[C:7]([CH:12]=[C:13]([C:15]#[N:16])[CH:14]=1)[C:8]([O:10]C)=[O:9])[CH:2]=[CH2:3].[OH-].[Li+]. The catalyst is CO.O1CCCC1. The product is [CH2:1]([O:4][C:5]1[CH:6]=[C:7]([CH:12]=[C:13]([C:15]#[N:16])[CH:14]=1)[C:8]([OH:10])=[O:9])[CH:2]=[CH2:3]. The yield is 0.740. (3) The product is [N:35]([CH2:11][C@H:10]([NH:13][C:14](=[O:20])[O:15][C:16]([CH3:19])([CH3:18])[CH3:17])[CH2:9][O:8][CH2:1][C:2]1[CH:7]=[CH:6][CH:5]=[CH:4][CH:3]=1)=[N+:36]=[N-:37]. The yield is 0.730. The reactants are [CH2:1]([O:8][CH2:9][C@@H:10]([NH:13][C:14](=[O:20])[O:15][C:16]([CH3:19])([CH3:18])[CH3:17])[CH2:11]O)[C:2]1[CH:7]=[CH:6][CH:5]=[CH:4][CH:3]=1.CCN(C(C)C)C(C)C.CN(C=O)C.[N-:35]=[N+:36]=[N-:37].[Na+]. The catalyst is C(Cl)Cl.CCOC(C)=O.O. (4) The reactants are [NH2:1][C:2]1[C:7]([C:8]([O:10]C)=[O:9])=[C:6]([O:12][CH3:13])[CH:5]=[C:4]([O:14][CH3:15])[N:3]=1.[OH-].[K+]. The catalyst is O.C(O)C. The product is [NH2:1][C:2]1[N:3]=[C:4]([O:14][CH3:15])[CH:5]=[C:6]([O:12][CH3:13])[C:7]=1[C:8]([OH:10])=[O:9]. The yield is 1.00. (5) The reactants are C(=O)([O-])[O-].[K+].[K+].[OH:7][C:8]1[CH:12]=[C:11]([CH3:13])[NH:10][N:9]=1.F[C:15]1[CH:16]=[CH:17][C:18]([N+:25]([O-:27])=[O:26])=[C:19]([C:21]([F:24])([F:23])[F:22])[CH:20]=1.Cl. The catalyst is CN(C=O)C. The product is [CH3:13][C:11]1[NH:10][N:9]=[C:8]([O:7][C:15]2[CH:16]=[CH:17][C:18]([N+:25]([O-:27])=[O:26])=[C:19]([C:21]([F:22])([F:24])[F:23])[CH:20]=2)[CH:12]=1. The yield is 0.636.